This data is from Forward reaction prediction with 1.9M reactions from USPTO patents (1976-2016). The task is: Predict the product of the given reaction. (1) Given the reactants [N:1]1([C:7]2[CH:12]=[C:11]3[N:13](C(OC(C)(C)C)=O)[CH2:14][C:15]4([CH2:20][CH2:19][S:18](=[O:22])(=[O:21])[CH2:17][CH2:16]4)[C:10]3=[CH:9][CH:8]=2)[CH2:6][CH2:5][O:4][CH2:3][CH2:2]1.C(O)(C(F)(F)F)=O, predict the reaction product. The product is: [N:1]1([C:7]2[CH:12]=[C:11]3[NH:13][CH2:14][C:15]4([CH2:20][CH2:19][S:18](=[O:21])(=[O:22])[CH2:17][CH2:16]4)[C:10]3=[CH:9][CH:8]=2)[CH2:6][CH2:5][O:4][CH2:3][CH2:2]1. (2) Given the reactants [Cl:1][C:2]1[CH:3]=[C:4]([N:22]([CH2:30][CH3:31])[CH:23]2[CH2:28][CH2:27][C:26](=[O:29])[CH2:25][CH2:24]2)[C:5]([CH3:21])=[C:6]([CH:20]=1)[C:7]([NH:9][CH2:10][C:11]1[C:12](=[O:19])[NH:13][C:14]([CH3:18])=[CH:15][C:16]=1[CH3:17])=[O:8].[BH4-].[Na+], predict the reaction product. The product is: [Cl:1][C:2]1[CH:3]=[C:4]([N:22]([CH2:30][CH3:31])[CH:23]2[CH2:24][CH2:25][CH:26]([OH:29])[CH2:27][CH2:28]2)[C:5]([CH3:21])=[C:6]([CH:20]=1)[C:7]([NH:9][CH2:10][C:11]1[C:12](=[O:19])[NH:13][C:14]([CH3:18])=[CH:15][C:16]=1[CH3:17])=[O:8]. (3) Given the reactants [Br:1][C:2]1[CH:7]=[C:6]([F:8])[C:5]([CH2:9][C:10]#N)=[C:4]([F:12])[CH:3]=1.[OH:13]S(O)(=O)=O.[OH2:18], predict the reaction product. The product is: [Br:1][C:2]1[CH:7]=[C:6]([F:8])[C:5]([CH2:9][C:10]([OH:13])=[O:18])=[C:4]([F:12])[CH:3]=1. (4) Given the reactants [CH2:1]([NH:8][C:9]1[C:10]([C:28]([F:31])([F:30])[F:29])=[C:11]([CH:25]=[CH:26][CH:27]=1)[C:12]([NH:14][CH2:15][C:16]1[C:17](=[O:24])[NH:18][C:19]([CH3:23])=[CH:20][C:21]=1[CH3:22])=[O:13])[C:2]1[CH:7]=[CH:6][CH:5]=[CH:4][CH:3]=1.[C:32](O)(=O)[CH3:33].C(=O)C.C(O[BH-](OC(=O)C)OC(=O)C)(=O)C.[Na+].C([O-])(O)=O.[Na+], predict the reaction product. The product is: [CH2:1]([N:8]([CH2:32][CH3:33])[C:9]1[C:10]([C:28]([F:31])([F:29])[F:30])=[C:11]([CH:25]=[CH:26][CH:27]=1)[C:12]([NH:14][CH2:15][C:16]1[C:17](=[O:24])[NH:18][C:19]([CH3:23])=[CH:20][C:21]=1[CH3:22])=[O:13])[C:2]1[CH:3]=[CH:4][CH:5]=[CH:6][CH:7]=1. (5) Given the reactants [NH2:1][C:2]1[CH:16]=[CH:15][CH:14]=[C:13]([CH3:17])[C:3]=1[C:4]([NH:6][C:7]1[CH:12]=[CH:11][CH:10]=[CH:9][CH:8]=1)=[O:5].O=C1CCC(=O)N1O[C:26](=O)[CH:27]([NH:30][C:31]([O:33][CH2:34][C:35]1[CH:40]=[CH:39][CH:38]=[CH:37][CH:36]=1)=[O:32])[CH2:28][CH3:29].CN(C1C=CC=CN=1)C.C(N(C(C)C)CC)(C)C, predict the reaction product. The product is: [CH2:34]([O:33][C:31](=[O:32])[NH:30][CH:27]([C:26]1[N:6]([C:7]2[CH:12]=[CH:11][CH:10]=[CH:9][CH:8]=2)[C:4](=[O:5])[C:3]2[C:2](=[CH:16][CH:15]=[CH:14][C:13]=2[CH3:17])[N:1]=1)[CH2:28][CH3:29])[C:35]1[CH:40]=[CH:39][CH:38]=[CH:37][CH:36]=1. (6) Given the reactants C([O:8][C:9](=[O:34])[C@@H:10]([NH:20][C:21](=[O:33])[C@@H:22]([NH:24][C:25]([C:27]1[CH:32]=[N:31][CH:30]=[CH:29][N:28]=1)=[O:26])[CH3:23])[CH2:11][C:12]1[CH:17]=[CH:16][C:15]([O:18][CH3:19])=[CH:14][CH:13]=1)C1C=CC=CC=1, predict the reaction product. The product is: [CH3:19][O:18][C:15]1[CH:14]=[CH:13][C:12]([CH2:11][C@H:10]([NH:20][C:21](=[O:33])[C@@H:22]([NH:24][C:25]([C:27]2[CH:32]=[N:31][CH:30]=[CH:29][N:28]=2)=[O:26])[CH3:23])[C:9]([OH:34])=[O:8])=[CH:17][CH:16]=1. (7) The product is: [CH2:13]([C:15]1[S:53][C:18]2[N:19]([CH2:38][C:39]3[CH:44]=[CH:43][C:42]([C:45]4[CH:50]=[CH:49][CH:48]=[CH:47][C:46]=4[C:51]4[NH:3][C:4](=[O:7])[O:5][N:52]=4)=[CH:41][CH:40]=3)[C:20](=[O:37])[N:21]([CH2:24][C:25]([C:27]3[CH:36]=[CH:35][C:34]4[C:29](=[CH:30][CH:31]=[CH:32][CH:33]=4)[CH:28]=3)=[O:26])[C:22](=[O:23])[C:17]=2[CH:16]=1)[CH3:14]. Given the reactants [Cl-].O[NH3+:3].[C:4](=[O:7])([O-])[OH:5].[Na+].CS(C)=O.[CH2:13]([C:15]1[S:53][C:18]2[N:19]([CH2:38][C:39]3[CH:44]=[CH:43][C:42]([C:45]4[C:46]([C:51]#[N:52])=[CH:47][CH:48]=[CH:49][CH:50]=4)=[CH:41][CH:40]=3)[C:20](=[O:37])[N:21]([CH2:24][C:25]([C:27]3[CH:36]=[CH:35][C:34]4[C:29](=[CH:30][CH:31]=[CH:32][CH:33]=4)[CH:28]=3)=[O:26])[C:22](=[O:23])[C:17]=2[CH:16]=1)[CH3:14], predict the reaction product. (8) Given the reactants [Br:1][C:2]1[CH:10]=[CH:9][C:5]([C:6]([OH:8])=O)=[C:4]([N:11]2[CH2:15][CH2:14][CH2:13][S:12]2(=[O:17])=[O:16])[CH:3]=1.[CH:18]1([C:21]2[CH:22]=[C:23]([CH3:33])[C:24]([N:27]3[CH2:32][CH2:31][NH:30][CH2:29][CH2:28]3)=[N:25][CH:26]=2)[CH2:20][CH2:19]1, predict the reaction product. The product is: [Br:1][C:2]1[CH:10]=[CH:9][C:5]([C:6]([N:30]2[CH2:31][CH2:32][N:27]([C:24]3[C:23]([CH3:33])=[CH:22][C:21]([CH:18]4[CH2:19][CH2:20]4)=[CH:26][N:25]=3)[CH2:28][CH2:29]2)=[O:8])=[C:4]([N:11]2[CH2:15][CH2:14][CH2:13][S:12]2(=[O:17])=[O:16])[CH:3]=1. (9) Given the reactants Br[C:2]1[CH:14]=[CH:13][C:12]2[C:11]3[C:6](=[CH:7][C:8](Br)=[CH:9][CH:10]=3)[C:5]([CH2:19][CH2:20][CH3:21])([CH2:16][CH2:17][CH3:18])[C:4]=2[CH:3]=1.[CH3:22][C@@H:23]([CH2:42][CH2:43][CH:44]=[C:45]([CH3:47])[CH3:46])[CH2:24][CH2:25][O:26][C:27]1[CH:32]=[CH:31][C:30]([C:33]2(B(O)O)[N:38]=[CH:37][CH:36]=[CH:35][NH:34]2)=[CH:29][CH:28]=1.[C:48](=[O:51])([O-])[O-].[Na+].[Na+], predict the reaction product. The product is: [CH3:22][C@@H:23]([CH2:42][CH2:43][CH:44]=[C:45]([CH3:47])[CH3:46])[CH2:24][CH2:25][O:26][C:27]1[CH:32]=[CH:31][C:30]([C:33]2[N:38]=[CH:37][C:36]([C:2]3[CH:14]=[CH:13][C:12]4[C:11]5[C:6](=[CH:7][C:8]([C:36]6[CH:37]=[N:38][C:33]([C:30]7[CH:29]=[CH:28][C:27]([O:51][CH2:48][CH2:46][C@@H:45]([CH3:47])[CH2:44][CH2:43][CH:42]=[C:23]([CH3:22])[CH3:24])=[CH:32][CH:31]=7)=[N:34][CH:35]=6)=[CH:9][CH:10]=5)[C:5]([CH2:19][CH2:20][CH3:21])([CH2:16][CH2:17][CH3:18])[C:4]=4[CH:3]=3)=[CH:35][N:34]=2)=[CH:29][CH:28]=1. (10) Given the reactants [Cl:1][C:2]1[CH:7]=[CH:6][C:5]([C:8]([N:13]2[C:21]3[C:16](=[C:17]([N:22]([CH2:27][O:28][CH2:29][CH2:30][Si:31]([CH3:34])([CH3:33])[CH3:32])[S:23]([CH3:26])(=[O:25])=[O:24])[CH:18]=[CH:19][CH:20]=3)[CH:15]=[N:14]2)([CH2:11][CH3:12])[CH2:9][OH:10])=[CH:4][CH:3]=1.CC(OI1(OC(C)=O)(OC(C)=O)OC(=O)C2C=CC=CC1=2)=O, predict the reaction product. The product is: [Cl:1][C:2]1[CH:7]=[CH:6][C:5]([C:8]([N:13]2[C:21]3[C:16](=[C:17]([N:22]([CH2:27][O:28][CH2:29][CH2:30][Si:31]([CH3:33])([CH3:32])[CH3:34])[S:23]([CH3:26])(=[O:24])=[O:25])[CH:18]=[CH:19][CH:20]=3)[CH:15]=[N:14]2)([CH2:11][CH3:12])[CH:9]=[O:10])=[CH:4][CH:3]=1.